This data is from NCI-60 drug combinations with 297,098 pairs across 59 cell lines. The task is: Regression. Given two drug SMILES strings and cell line genomic features, predict the synergy score measuring deviation from expected non-interaction effect. (1) Drug 1: CC1C(C(CC(O1)OC2CC(CC3=C2C(=C4C(=C3O)C(=O)C5=C(C4=O)C(=CC=C5)OC)O)(C(=O)C)O)N)O.Cl. Drug 2: CCN(CC)CCCC(C)NC1=C2C=C(C=CC2=NC3=C1C=CC(=C3)Cl)OC. Cell line: UACC62. Synergy scores: CSS=15.0, Synergy_ZIP=-6.72, Synergy_Bliss=-3.17, Synergy_Loewe=-7.07, Synergy_HSA=-1.85. (2) Drug 1: C1=CC=C(C(=C1)C(C2=CC=C(C=C2)Cl)C(Cl)Cl)Cl. Drug 2: COC1=C2C(=CC3=C1OC=C3)C=CC(=O)O2. Cell line: NCI-H226. Synergy scores: CSS=-0.150, Synergy_ZIP=-0.496, Synergy_Bliss=-0.406, Synergy_Loewe=0.355, Synergy_HSA=-0.370. (3) Drug 1: CCC1=CC2CC(C3=C(CN(C2)C1)C4=CC=CC=C4N3)(C5=C(C=C6C(=C5)C78CCN9C7C(C=CC9)(C(C(C8N6C)(C(=O)OC)O)OC(=O)C)CC)OC)C(=O)OC.C(C(C(=O)O)O)(C(=O)O)O. Drug 2: C1=NC2=C(N=C(N=C2N1C3C(C(C(O3)CO)O)O)F)N. Cell line: HT29. Synergy scores: CSS=55.4, Synergy_ZIP=1.62, Synergy_Bliss=2.21, Synergy_Loewe=-31.6, Synergy_HSA=1.14. (4) Drug 1: C1CN1P(=S)(N2CC2)N3CC3. Drug 2: CC1=C2C(C(=O)C3(C(CC4C(C3C(C(C2(C)C)(CC1OC(=O)C(C(C5=CC=CC=C5)NC(=O)OC(C)(C)C)O)O)OC(=O)C6=CC=CC=C6)(CO4)OC(=O)C)O)C)O. Cell line: IGROV1. Synergy scores: CSS=23.9, Synergy_ZIP=8.71, Synergy_Bliss=8.71, Synergy_Loewe=8.20, Synergy_HSA=8.18. (5) Drug 1: C1CCN(CC1)CCOC2=CC=C(C=C2)C(=O)C3=C(SC4=C3C=CC(=C4)O)C5=CC=C(C=C5)O. Drug 2: CCN(CC)CCNC(=O)C1=C(NC(=C1C)C=C2C3=C(C=CC(=C3)F)NC2=O)C. Cell line: NCIH23. Synergy scores: CSS=-5.80, Synergy_ZIP=7.20, Synergy_Bliss=3.80, Synergy_Loewe=-1.40, Synergy_HSA=-3.84.